Dataset: Peptide-MHC class II binding affinity with 134,281 pairs from IEDB. Task: Regression. Given a peptide amino acid sequence and an MHC pseudo amino acid sequence, predict their binding affinity value. This is MHC class II binding data. (1) The peptide sequence is PNYLALLVKYVDGDG. The MHC is DRB1_0101 with pseudo-sequence DRB1_0101. The binding affinity (normalized) is 0.821. (2) The peptide sequence is AFIEDGDNLFPKV. The MHC is DRB3_0101 with pseudo-sequence DRB3_0101. The binding affinity (normalized) is 0.758. (3) The peptide sequence is RTKYTATISGLKPGV. The MHC is HLA-DQA10401-DQB10402 with pseudo-sequence HLA-DQA10401-DQB10402. The binding affinity (normalized) is 0.140.